From a dataset of Full USPTO retrosynthesis dataset with 1.9M reactions from patents (1976-2016). Predict the reactants needed to synthesize the given product. (1) The reactants are: C(Cl)(=O)C(Cl)=O.[F:7][C:8]1[CH:18]=[C:17]([F:19])[CH:16]=[CH:15][C:9]=1[CH:10]=[CH:11][C:12]([OH:14])=O.[OH-].[Na+].[Cl-].[Li+].C(N(CC)CC)C.[CH2:31]([C@H:38]1[CH2:42][O:41][C:40](=[O:43])[NH:39]1)[C:32]1[CH:37]=[CH:36][CH:35]=[CH:34][CH:33]=1.C(O)(=O)CC(CC(O)=O)(C(O)=O)O. Given the product [CH2:31]([C@H:38]1[CH2:42][O:41][C:40](=[O:43])[N:39]1[C:12](=[O:14])/[CH:11]=[CH:10]/[C:9]1[CH:15]=[CH:16][C:17]([F:19])=[CH:18][C:8]=1[F:7])[C:32]1[CH:33]=[CH:34][CH:35]=[CH:36][CH:37]=1, predict the reactants needed to synthesize it. (2) The reactants are: [CH3:1][O:2][C:3](=[O:21])[C@@H:4]([NH:13][C:14]([O:16][C:17]([CH3:20])([CH3:19])[CH3:18])=[O:15])[CH2:5][C:6]1[CH:11]=[CH:10][C:9]([NH2:12])=[CH:8][CH:7]=1.[Cl:22][C:23]1[N:32]=[C:31](Cl)[C:30]2[C:25](=[CH:26][C:27]([O:36][CH3:37])=[C:28]([O:34][CH3:35])[CH:29]=2)[N:24]=1. Given the product [CH3:1][O:2][C:3](=[O:21])[C@@H:4]([NH:13][C:14]([O:16][C:17]([CH3:18])([CH3:20])[CH3:19])=[O:15])[CH2:5][C:6]1[CH:11]=[CH:10][C:9]([NH:12][C:31]2[C:30]3[C:25](=[CH:26][C:27]([O:36][CH3:37])=[C:28]([O:34][CH3:35])[CH:29]=3)[N:24]=[C:23]([Cl:22])[N:32]=2)=[CH:8][CH:7]=1, predict the reactants needed to synthesize it.